Dataset: NCI-60 drug combinations with 297,098 pairs across 59 cell lines. Task: Regression. Given two drug SMILES strings and cell line genomic features, predict the synergy score measuring deviation from expected non-interaction effect. (1) Drug 1: CCC(=C(C1=CC=CC=C1)C2=CC=C(C=C2)OCCN(C)C)C3=CC=CC=C3.C(C(=O)O)C(CC(=O)O)(C(=O)O)O. Drug 2: CC1C(C(CC(O1)OC2CC(CC3=C2C(=C4C(=C3O)C(=O)C5=CC=CC=C5C4=O)O)(C(=O)C)O)N)O. Cell line: SNB-75. Synergy scores: CSS=50.9, Synergy_ZIP=0.363, Synergy_Bliss=1.54, Synergy_Loewe=3.20, Synergy_HSA=6.80. (2) Drug 1: C1CC(=O)NC(=O)C1N2CC3=C(C2=O)C=CC=C3N. Drug 2: C1=CN(C(=O)N=C1N)C2C(C(C(O2)CO)O)O.Cl. Cell line: UACC-257. Synergy scores: CSS=0.619, Synergy_ZIP=-1.53, Synergy_Bliss=-2.91, Synergy_Loewe=-6.13, Synergy_HSA=-3.72. (3) Drug 1: CC1=C(C=C(C=C1)NC(=O)C2=CC=C(C=C2)CN3CCN(CC3)C)NC4=NC=CC(=N4)C5=CN=CC=C5. Drug 2: CCCCC(=O)OCC(=O)C1(CC(C2=C(C1)C(=C3C(=C2O)C(=O)C4=C(C3=O)C=CC=C4OC)O)OC5CC(C(C(O5)C)O)NC(=O)C(F)(F)F)O. Cell line: SF-295. Synergy scores: CSS=62.8, Synergy_ZIP=11.5, Synergy_Bliss=9.21, Synergy_Loewe=-1.43, Synergy_HSA=8.59. (4) Drug 1: COC1=CC(=CC(=C1O)OC)C2C3C(COC3=O)C(C4=CC5=C(C=C24)OCO5)OC6C(C(C7C(O6)COC(O7)C8=CC=CS8)O)O. Drug 2: CCC1(CC2CC(C3=C(CCN(C2)C1)C4=CC=CC=C4N3)(C5=C(C=C6C(=C5)C78CCN9C7C(C=CC9)(C(C(C8N6C=O)(C(=O)OC)O)OC(=O)C)CC)OC)C(=O)OC)O.OS(=O)(=O)O. Cell line: NCI-H460. Synergy scores: CSS=49.6, Synergy_ZIP=12.1, Synergy_Bliss=13.1, Synergy_Loewe=8.60, Synergy_HSA=11.0. (5) Synergy scores: CSS=16.7, Synergy_ZIP=3.43, Synergy_Bliss=3.91, Synergy_Loewe=1.26, Synergy_HSA=1.45. Drug 1: CC12CCC(CC1=CCC3C2CCC4(C3CC=C4C5=CN=CC=C5)C)O. Drug 2: C1CCC(CC1)NC(=O)N(CCCl)N=O. Cell line: A498. (6) Drug 1: C1=NC2=C(N=C(N=C2N1C3C(C(C(O3)CO)O)F)Cl)N. Drug 2: C(CCl)NC(=O)N(CCCl)N=O. Cell line: RPMI-8226. Synergy scores: CSS=0.357, Synergy_ZIP=-4.46, Synergy_Bliss=-9.96, Synergy_Loewe=-7.73, Synergy_HSA=-11.1. (7) Drug 1: CCN(CC)CCNC(=O)C1=C(NC(=C1C)C=C2C3=C(C=CC(=C3)F)NC2=O)C. Drug 2: C1=CN(C=N1)CC(O)(P(=O)(O)O)P(=O)(O)O. Cell line: ACHN. Synergy scores: CSS=-1.39, Synergy_ZIP=3.21, Synergy_Bliss=1.13, Synergy_Loewe=-1.82, Synergy_HSA=-2.25. (8) Drug 1: C1CCN(CC1)CCOC2=CC=C(C=C2)C(=O)C3=C(SC4=C3C=CC(=C4)O)C5=CC=C(C=C5)O. Drug 2: CC(C)(C#N)C1=CC(=CC(=C1)CN2C=NC=N2)C(C)(C)C#N. Cell line: A549. Synergy scores: CSS=-0.522, Synergy_ZIP=4.55, Synergy_Bliss=4.22, Synergy_Loewe=2.62, Synergy_HSA=-0.301.